The task is: Predict the reactants needed to synthesize the given product.. This data is from Full USPTO retrosynthesis dataset with 1.9M reactions from patents (1976-2016). (1) Given the product [CH3:1][O:2][C:3]1[CH:4]=[C:5]2[C:10](=[CH:11][C:12]=1[O:13][CH3:14])[N:9]=[CH:8][N:7]=[C:6]2[O:15][C:16]1[CH:22]=[CH:21][C:19]([NH:20][C:38](=[O:40])[O:56][CH:54]([C:53]2[CH:57]=[CH:58][C:50]([CH3:49])=[CH:51][CH:52]=2)[CH3:55])=[CH:18][CH:17]=1, predict the reactants needed to synthesize it. The reactants are: [CH3:1][O:2][C:3]1[CH:4]=[C:5]2[C:10](=[CH:11][C:12]=1[O:13][CH3:14])[N:9]=[CH:8][N:7]=[C:6]2[O:15][C:16]1[CH:22]=[CH:21][C:19]([NH2:20])=[CH:18][CH:17]=1.C1(C)C=CC=CC=1.C(N(CC)CC)C.Cl[C:38](Cl)([O:40]C(=O)OC(Cl)(Cl)Cl)Cl.[CH3:49][C:50]1[CH:58]=[CH:57][C:53]([CH:54]([OH:56])[CH3:55])=[CH:52][CH:51]=1. (2) The reactants are: CC(OI1(OC(C)=O)(OC(C)=O)OC(=O)C2C=CC=CC1=2)=O.[CH3:23][O:24][C:25]1[CH:26]=[C:27]2[C:32](=[CH:33][C:34]=1[O:35][CH3:36])[O:31][CH2:30][CH2:29][CH:28]2[CH:37]([C:39]1[CH:40]=[C:41]2[C:46](=[CH:47][CH:48]=1)[O:45][C:44]([CH3:50])([CH3:49])[CH:43]=[CH:42]2)[OH:38]. Given the product [CH3:23][O:24][C:25]1[CH:26]=[C:27]2[C:32](=[CH:33][C:34]=1[O:35][CH3:36])[O:31][CH2:30][CH2:29][CH:28]2[C:37]([C:39]1[CH:40]=[C:41]2[C:46](=[CH:47][CH:48]=1)[O:45][C:44]([CH3:50])([CH3:49])[CH:43]=[CH:42]2)=[O:38], predict the reactants needed to synthesize it. (3) The reactants are: C(Cl)C[Cl:3].C1C=CC2N(O)N=NC=2C=1.C(N(CC)CC)C.[Br:22][C:23]1[C:31]2[S:30][C:29]([C:32]([OH:34])=O)=[CH:28][C:27]=2[CH:26]=[CH:25][CH:24]=1.Cl.Cl.[NH2:37][C@H:38]1[CH:43]2[CH2:44][CH2:45][N:40]([CH2:41][CH2:42]2)[CH2:39]1.C(=O)(O)[O-].[Na+]. Given the product [ClH:3].[N:40]12[CH2:45][CH2:44][CH:43]([CH2:42][CH2:41]1)[C@H:38]([NH:37][C:32]([C:29]1[S:30][C:31]3[C:23]([Br:22])=[CH:24][CH:25]=[CH:26][C:27]=3[CH:28]=1)=[O:34])[CH2:39]2, predict the reactants needed to synthesize it.